Dataset: Full USPTO retrosynthesis dataset with 1.9M reactions from patents (1976-2016). Task: Predict the reactants needed to synthesize the given product. (1) Given the product [NH2:1][C:4]1[C:5]([NH:10][C:11]2[CH:16]=[CH:15][CH:14]=[C:13](/[CH:17]=[CH:18]/[C:19]3[CH:20]=[N:21][CH:22]=[CH:23][CH:24]=3)[CH:12]=2)=[N:6][CH:7]=[CH:8][CH:9]=1, predict the reactants needed to synthesize it. The reactants are: [N+:1]([C:4]1[C:5]([NH:10][C:11]2[CH:16]=[CH:15][CH:14]=[C:13](/[CH:17]=[CH:18]/[C:19]3[CH:20]=[N:21][CH:22]=[CH:23][CH:24]=3)[CH:12]=2)=[N:6][CH:7]=[CH:8][CH:9]=1)([O-])=O.Cl.C(=O)(O)[O-].[Na+]. (2) Given the product [NH:8]1[CH2:13][CH2:12][CH:11]([O:14][N:15]2[C:16](=[O:25])[C:17]3[C:22](=[CH:21][CH:20]=[CH:19][CH:18]=3)[C:23]2=[O:24])[CH2:10][CH2:9]1, predict the reactants needed to synthesize it. The reactants are: C(OC([N:8]1[CH2:13][CH2:12][CH:11]([O:14][N:15]2[C:23](=[O:24])[C:22]3[C:17](=[CH:18][CH:19]=[CH:20][CH:21]=3)[C:16]2=[O:25])[CH2:10][CH2:9]1)=O)(C)(C)C.C(O)(C)C.Cl. (3) Given the product [CH2:1]([N:8]1[CH2:13][CH2:12][CH2:11][CH:10]([N:14]([C:15]2[CH:20]=[CH:19][CH:18]=[CH:17][CH:16]=2)[C:30](=[O:33])[CH2:31][CH3:32])[CH2:9]1)[C:2]1[CH:3]=[CH:4][CH:5]=[CH:6][CH:7]=1, predict the reactants needed to synthesize it. The reactants are: [CH2:1]([N:8]1[CH2:13][CH2:12][CH2:11][CH:10]([NH:14][C:15]2[CH:20]=[CH:19][CH:18]=[CH:17][CH:16]=2)[CH2:9]1)[C:2]1[CH:7]=[CH:6][CH:5]=[CH:4][CH:3]=1.CCN(C(C)C)C(C)C.[C:30](Cl)(=[O:33])[CH2:31][CH3:32].